This data is from Forward reaction prediction with 1.9M reactions from USPTO patents (1976-2016). The task is: Predict the product of the given reaction. (1) Given the reactants Cl.[NH2:2][CH:3]([C:11]1[CH:16]=[CH:15][CH:14]=[CH:13][CH:12]=1)[C:4]1[CH:5]=[C:6]([OH:10])[CH:7]=[CH:8][CH:9]=1.C(N(C(C)C)CC)(C)C.[C:26](O[C:26]([O:28][C:29]([CH3:32])([CH3:31])[CH3:30])=[O:27])([O:28][C:29]([CH3:32])([CH3:31])[CH3:30])=[O:27].C(=O)([O-])[O-].[K+].[K+], predict the reaction product. The product is: [C:29]([O:28][C:26](=[O:27])[NH:2][CH:3]([C:4]1[CH:9]=[CH:8][CH:7]=[C:6]([OH:10])[CH:5]=1)[C:11]1[CH:16]=[CH:15][CH:14]=[CH:13][CH:12]=1)([CH3:32])([CH3:31])[CH3:30]. (2) Given the reactants [CH3:1][O:2][C:3]1[CH:8]=[CH:7][C:6]([N:9]([CH2:11][CH2:12][O:13][CH3:14])[CH3:10])=[CH:5][C:4]=1[NH:15][C:16]([NH2:18])=[S:17].BrBr, predict the reaction product. The product is: [CH3:1][O:2][C:3]1[C:4]2[N:15]=[C:16]([NH2:18])[S:17][C:5]=2[C:6]([N:9]([CH2:11][CH2:12][O:13][CH3:14])[CH3:10])=[CH:7][CH:8]=1. (3) The product is: [NH2:27][C@@H:22]1[C@H:21]([NH:20][C:2]2[N:7]=[N:6][C:5]([C:8]([NH2:10])=[O:9])=[C:4]([NH:11][C:12]3[CH:17]=[CH:16][C:15]([CH3:18])=[C:14]([CH3:19])[N:13]=3)[CH:3]=2)[CH2:26][CH2:25][O:24][CH2:23]1. Given the reactants Cl[C:2]1[N:7]=[N:6][C:5]([C:8]([NH2:10])=[O:9])=[C:4]([NH:11][C:12]2[CH:17]=[CH:16][C:15]([CH3:18])=[C:14]([CH3:19])[N:13]=2)[CH:3]=1.[NH2:20][C@@H:21]1[CH2:26][CH2:25][O:24][CH2:23][C@@H:22]1[NH:27]C(=O)OC(C)(C)C.C(O)(C(F)(F)F)=O.C1CCCCC1, predict the reaction product. (4) Given the reactants C(OC([NH:8][C:9]1[CH:14]=[CH:13][N:12]2[N:15]=[CH:16][C:17](C(OCC)=O)=[C:11]2[CH:10]=1)=O)(C)(C)C, predict the reaction product. The product is: [N:15]1[N:12]2[CH:13]=[CH:14][C:9]([NH2:8])=[CH:10][C:11]2=[CH:17][CH:16]=1. (5) Given the reactants [ClH:1].[NH2:2][C:3]1[N:8]=[C:7]([NH:9][C:10]2[CH:11]=[C:12]([CH:25]=[CH:26][CH:27]=2)[C:13]([NH:15][C:16]2[CH:21]=[CH:20][C:19]([N+:22]([O-])=O)=[CH:18][CH:17]=2)=[O:14])[CH:6]=[C:5]([CH3:28])[N:4]=1, predict the reaction product. The product is: [ClH:1].[NH2:2][C:3]1[N:8]=[C:7]([NH:9][C:10]2[CH:11]=[C:12]([CH:25]=[CH:26][CH:27]=2)[C:13]([NH:15][C:16]2[CH:21]=[CH:20][C:19]([NH2:22])=[CH:18][CH:17]=2)=[O:14])[CH:6]=[C:5]([CH3:28])[N:4]=1. (6) The product is: [CH:6]1([CH2:9][N:10]([CH2:11][CH:12]([O:13][CH3:14])[O:15][CH3:16])[S:1]([NH2:4])(=[O:3])=[O:2])[CH2:7][CH2:8]1. Given the reactants [S:1](N)([NH2:4])(=[O:3])=[O:2].[CH:6]1([CH2:9][NH:10][CH2:11][CH:12]([O:15][CH3:16])[O:13][CH3:14])[CH2:8][CH2:7]1.C(Cl)Cl, predict the reaction product. (7) Given the reactants [H-].[Al+3].[Li+].[H-].[H-].[H-].[O:7]1[C:11]2([CH2:16][CH2:15][CH:14]([C:17]#[N:18])[CH2:13][CH2:12]2)[O:10][CH2:9][CH2:8]1, predict the reaction product. The product is: [O:7]1[C:11]2([CH2:16][CH2:15][CH:14]([CH2:17][NH2:18])[CH2:13][CH2:12]2)[O:10][CH2:9][CH2:8]1. (8) Given the reactants [F:1][CH2:2][CH2:3][N:4]1[CH2:9][CH2:8][N:7]([CH:10]2[CH2:15][CH2:14][N:13]([C:16]3[CH:21]=[CH:20][C:19]([N+:22]([O-])=O)=[C:18]([O:25][CH3:26])[CH:17]=3)[CH2:12][CH2:11]2)[CH2:6][C:5]1=[O:27].[Sn](Cl)Cl.Cl, predict the reaction product. The product is: [NH2:22][C:19]1[CH:20]=[CH:21][C:16]([N:13]2[CH2:12][CH2:11][CH:10]([N:7]3[CH2:8][CH2:9][N:4]([CH2:3][CH2:2][F:1])[C:5](=[O:27])[CH2:6]3)[CH2:15][CH2:14]2)=[CH:17][C:18]=1[O:25][CH3:26]. (9) Given the reactants [Cl:1][C:2]1[CH:18]=[CH:17][C:5]2[O:6][CH2:7][O:8][C:9]3[CH:15]=[CH:14][C:13]([Cl:16])=[CH:12][C:10]=3[CH2:11][C:4]=2[CH:3]=1.[Br:19]N1C(=O)CCC1=O, predict the reaction product. The product is: [Br:19][CH:11]1[C:4]2[CH:3]=[C:2]([Cl:1])[CH:18]=[CH:17][C:5]=2[O:6][CH2:7][O:8][C:9]2[CH:15]=[CH:14][C:13]([Cl:16])=[CH:12][C:10]1=2. (10) Given the reactants [N:1]1([CH2:5][C:6]2[CH:7]=[C:8]([C:21]3[N:26]=[C:25]([CH3:27])[N:24]=[C:23]([N:28](CC4C=CC(OC)=CC=4)CC4C=CC(OC)=CC=4)[N:22]=3)[C:9]([NH:12][C:13]3[CH:14]=[N:15][C:16]([O:19][CH3:20])=[CH:17][CH:18]=3)=[N:10][CH:11]=2)[CH2:4][CH2:3][CH2:2]1.FC(F)(F)S(O)(=O)=O, predict the reaction product. The product is: [N:1]1([CH2:5][C:6]2[CH:7]=[C:8]([C:21]3[N:26]=[C:25]([CH3:27])[N:24]=[C:23]([NH2:28])[N:22]=3)[C:9]([NH:12][C:13]3[CH:14]=[N:15][C:16]([O:19][CH3:20])=[CH:17][CH:18]=3)=[N:10][CH:11]=2)[CH2:4][CH2:3][CH2:2]1.